From a dataset of Catalyst prediction with 721,799 reactions and 888 catalyst types from USPTO. Predict which catalyst facilitates the given reaction. (1) Reactant: [Cl:1][C:2]1[CH:3]=[C:4]([CH:8]=[CH:9][CH:10]=1)[C:5](Cl)=[O:6].[CH3:11][O:12][C:13]1[CH:18]=[CH:17][C:16]([NH:19][N:20]=[CH:21][CH3:22])=[CH:15][CH:14]=1. Product: [Cl:1][C:2]1[CH:3]=[C:4]([CH:8]=[CH:9][CH:10]=1)[C:5]([N:19]([C:16]1[CH:17]=[CH:18][C:13]([O:12][CH3:11])=[CH:14][CH:15]=1)[N:20]=[CH:21][CH3:22])=[O:6]. The catalyst class is: 17. (2) Reactant: [CH2:1]([N:5]1[CH:10]=[CH:9][C:8]([CH3:12])([CH3:11])[CH2:7][CH2:6]1)[CH:2]([CH3:4])[CH3:3].C(N(CC)CC)C.[Br:20][C:21]1[CH:29]=[CH:28][C:24]([C:25](Cl)=[O:26])=[CH:23][CH:22]=1. Product: [Br:20][C:21]1[CH:29]=[CH:28][C:24]([C:25]([C:9]2[C:8]([CH3:12])([CH3:11])[CH2:7][CH2:6][N:5]([CH2:1][CH:2]([CH3:4])[CH3:3])[CH:10]=2)=[O:26])=[CH:23][CH:22]=1. The catalyst class is: 2.